Dataset: Catalyst prediction with 721,799 reactions and 888 catalyst types from USPTO. Task: Predict which catalyst facilitates the given reaction. (1) Reactant: C([N:8]1[CH2:13][CH2:12][C:11]([NH:20][C:21](=[O:23])[CH3:22])([C:14]2[CH:19]=[CH:18][CH:17]=[CH:16][CH:15]=2)[CH2:10][CH2:9]1)C1C=CC=CC=1. Product: [C:14]1([C:11]2([NH:20][C:21](=[O:23])[CH3:22])[CH2:12][CH2:13][NH:8][CH2:9][CH2:10]2)[CH:15]=[CH:16][CH:17]=[CH:18][CH:19]=1. The catalyst class is: 293. (2) Reactant: Cl[C:2]1[C:11]2[C:6](=[CH:7][C:8]([O:14][CH2:15][CH2:16][CH2:17][N:18]3[CH2:23][CH2:22][O:21][CH2:20][CH2:19]3)=[C:9]([O:12][CH3:13])[CH:10]=2)[N:5]=[CH:4][N:3]=1.[Cl:24][C:25]1[CH:33]=[C:32]([C:34]#[C:35][CH2:36][CH2:37][O:38][CH3:39])[C:28]2[O:29][CH2:30][O:31][C:27]=2[C:26]=1[NH2:40].C[Si]([N-][Si](C)(C)C)(C)C.[Na+]. Product: [Cl:24][C:25]1[CH:33]=[C:32]([C:34]#[C:35][CH2:36][CH2:37][O:38][CH3:39])[C:28]2[O:29][CH2:30][O:31][C:27]=2[C:26]=1[NH:40][C:2]1[C:11]2[C:6](=[CH:7][C:8]([O:14][CH2:15][CH2:16][CH2:17][N:18]3[CH2:23][CH2:22][O:21][CH2:20][CH2:19]3)=[C:9]([O:12][CH3:13])[CH:10]=2)[N:5]=[CH:4][N:3]=1. The catalyst class is: 3. (3) Reactant: [CH3:1][C:2]1[CH2:7][CH2:6][CH2:5][C:4]([CH3:9])([CH3:8])[C:3]=1[CH:10]=[O:11].[CH3:12][C:13]([Mg]Br)=[CH:14][CH3:15]. Product: [CH3:12][C:13](=[CH:14][CH3:15])[CH:10]([C:3]1[C:4]([CH3:8])([CH3:9])[CH2:5][CH2:6][CH2:7][C:2]=1[CH3:1])[OH:11]. The catalyst class is: 7. (4) Reactant: [CH3:1][C:2]1([CH3:15])[CH2:11][CH2:10][C:9]2[C:4](=[C:5]([C:12](O)=[O:13])[CH:6]=[CH:7][CH:8]=2)[O:3]1.B.C1COCC1.Cl.[OH-].[Na+].CC(OI1(OC(C)=O)(OC(C)=O)OC(=O)C2C=CC=CC1=2)=O. Product: [CH3:1][C:2]1([CH3:15])[CH2:11][CH2:10][C:9]2[C:4](=[C:5]([CH:12]=[O:13])[CH:6]=[CH:7][CH:8]=2)[O:3]1. The catalyst class is: 266. (5) The catalyst class is: 20. Reactant: [OH-].[Li+].[CH2:3]([O:6][C:7]1[CH:12]=[CH:11][C:10]([CH2:13][CH2:14][C:15]([O:17]C)=[O:16])=[CH:9][CH:8]=1)[CH:4]=[CH2:5].Cl. Product: [CH2:3]([O:6][C:7]1[CH:12]=[CH:11][C:10]([CH2:13][CH2:14][C:15]([OH:17])=[O:16])=[CH:9][CH:8]=1)[CH:4]=[CH2:5].